From a dataset of Peptide-MHC class I binding affinity with 185,985 pairs from IEDB/IMGT. Regression. Given a peptide amino acid sequence and an MHC pseudo amino acid sequence, predict their binding affinity value. This is MHC class I binding data. (1) The peptide sequence is RLHRLLLMR. The MHC is HLA-A30:01 with pseudo-sequence HLA-A30:01. The binding affinity (normalized) is 0.213. (2) The peptide sequence is NLAEDIMRL. The MHC is HLA-A02:06 with pseudo-sequence HLA-A02:06. The binding affinity (normalized) is 0.546. (3) The peptide sequence is IVIKLREQF. The MHC is H-2-Kb with pseudo-sequence H-2-Kb. The binding affinity (normalized) is 0.233. (4) The peptide sequence is KEHVIQNAF. The MHC is HLA-B58:01 with pseudo-sequence HLA-B58:01. The binding affinity (normalized) is 0.0327.